From a dataset of Forward reaction prediction with 1.9M reactions from USPTO patents (1976-2016). Predict the product of the given reaction. Given the reactants [O:1]1[CH2:5][CH2:4][O:3][CH:2]1[C:6]1[S:7][C:8]([CH2:11][OH:12])=[CH:9][N:10]=1.Br[CH2:14][CH2:15][O:16][CH3:17].O1CCCC1.[H-].[Na+], predict the reaction product. The product is: [O:3]1[CH2:4][CH2:5][O:1][CH:2]1[C:6]1[S:7][C:8]([CH2:11][O:12][CH2:14][CH2:15][O:16][CH3:17])=[CH:9][N:10]=1.